From a dataset of TCR-epitope binding with 47,182 pairs between 192 epitopes and 23,139 TCRs. Binary Classification. Given a T-cell receptor sequence (or CDR3 region) and an epitope sequence, predict whether binding occurs between them. (1) The epitope is RILGAGCFV. The TCR CDR3 sequence is CASSLSTWLAIYEQYF. Result: 0 (the TCR does not bind to the epitope). (2) The epitope is YIFFASFYY. The TCR CDR3 sequence is CSVFVWGPIGYEQYF. Result: 1 (the TCR binds to the epitope).